Dataset: Forward reaction prediction with 1.9M reactions from USPTO patents (1976-2016). Task: Predict the product of the given reaction. (1) Given the reactants ClC(OCC)=O.[NH:7]([C:12]([O:14][C:15]([CH3:18])([CH3:17])[CH3:16])=[O:13])[CH2:8][C:9]([OH:11])=O.CCN(C(C)C)C(C)C.[NH2:28][CH2:29][C:30](=[C:32]1[CH2:37][CH2:36][CH2:35][N:34]([C:38]2[C:47]([O:48][CH3:49])=[C:46]3[C:41]([C:42](=[O:56])[C:43]([C:53]([OH:55])=[O:54])=[CH:44][N:45]3[CH:50]3[CH2:52][CH2:51]3)=[CH:40][C:39]=2[F:57])[CH2:33]1)[F:31], predict the reaction product. The product is: [C:15]([O:14][C:12]([NH:7][CH2:8][C:9]([NH:28][CH2:29][C:30](=[C:32]1[CH2:37][CH2:36][CH2:35][N:34]([C:38]2[C:47]([O:48][CH3:49])=[C:46]3[C:41]([C:42](=[O:56])[C:43]([C:53]([OH:55])=[O:54])=[CH:44][N:45]3[CH:50]3[CH2:52][CH2:51]3)=[CH:40][C:39]=2[F:57])[CH2:33]1)[F:31])=[O:11])=[O:13])([CH3:18])([CH3:17])[CH3:16]. (2) Given the reactants [C:1]([O:7][CH2:8][CH2:9][CH2:10][C@H:11]([OH:23])[CH2:12][C:13]#[C:14][CH2:15][O:16]C1CCCCO1)(=[O:6])[C:2]([CH3:5])([CH3:4])[CH3:3].CC1C=CC(S(O)(=O)=O)=CC=1.C([O-])(O)=O.[Na+], predict the reaction product. The product is: [C:1]([O:7][CH2:8][CH2:9][CH2:10][C@H:11]([OH:23])[CH2:12][C:13]#[C:14][CH2:15][OH:16])(=[O:6])[C:2]([CH3:5])([CH3:4])[CH3:3]. (3) Given the reactants C[O:2][C:3](=O)[C:4]1[CH:9]=[CH:8][CH:7]=[C:6]([S:10]([N:13]2[CH2:17][CH2:16][CH2:15][CH2:14]2)(=[O:12])=[O:11])[CH:5]=1.[H-].[Al+3].[Li+].[H-].[H-].[H-].[Cl-].[NH4+], predict the reaction product. The product is: [N:13]1([S:10]([C:6]2[CH:5]=[C:4]([CH2:3][OH:2])[CH:9]=[CH:8][CH:7]=2)(=[O:12])=[O:11])[CH2:14][CH2:15][CH2:16][CH2:17]1. (4) Given the reactants [F:1][C:2]1[CH:3]=[C:4]([N+:11]([O-:13])=[O:12])[CH:5]=[C:6]([CH:10]=1)[C:7]([OH:9])=[O:8].S(=O)(=O)(O)O.[CH2:19](O)[CH3:20], predict the reaction product. The product is: [F:1][C:2]1[CH:10]=[C:6]([CH:5]=[C:4]([N+:11]([O-:13])=[O:12])[CH:3]=1)[C:7]([O:9][CH2:19][CH3:20])=[O:8]. (5) Given the reactants Br[C:2]1[CH:3]=[CH:4][C:5]([C:8]([F:26])([F:25])[C:9]([C:17]2[CH:22]=[CH:21][C:20]([F:23])=[CH:19][C:18]=2[F:24])([OH:16])[CH2:10][N:11]2[CH:15]=[N:14][N:13]=[N:12]2)=[N:6][CH:7]=1.[CH2:27]([N:30]1[CH:34]=[N:33][N:32]=[N:31]1)[CH:28]=[CH2:29].C1(C)C=CC=CC=1P(C1C=CC=CC=1C)C1C=CC=CC=1C.C(N(C(C)C)CC)C, predict the reaction product. The product is: [N:30]1([CH2:27]/[CH:28]=[CH:29]/[C:2]2[CH:3]=[CH:4][C:5]([C:8]([F:26])([F:25])[C:9]([C:17]3[CH:22]=[CH:21][C:20]([F:23])=[CH:19][C:18]=3[F:24])([OH:16])[CH2:10][N:11]3[CH:15]=[N:14][N:13]=[N:12]3)=[N:6][CH:7]=2)[CH:34]=[N:33][N:32]=[N:31]1. (6) Given the reactants [Br:1][C:2]1[CH:10]=[CH:9][C:5]([C:6]([OH:8])=O)=[C:4]([CH3:11])[CH:3]=1.[CH:12]1([C:15]2[CH:16]=[C:17]([CH3:27])[C:18]([N:21]3[CH2:26][CH2:25][NH:24][CH2:23][CH2:22]3)=[N:19][CH:20]=2)[CH2:14][CH2:13]1, predict the reaction product. The product is: [Br:1][C:2]1[CH:10]=[CH:9][C:5]([C:6]([N:24]2[CH2:25][CH2:26][N:21]([C:18]3[C:17]([CH3:27])=[CH:16][C:15]([CH:12]4[CH2:13][CH2:14]4)=[CH:20][N:19]=3)[CH2:22][CH2:23]2)=[O:8])=[C:4]([CH3:11])[CH:3]=1. (7) Given the reactants [CH:1]([N:14]1[CH2:19][CH2:18][N:17]([CH2:20][CH:21]2[O:25][C:24](=[O:26])[N:23]([CH2:27][C:28]3[CH:33]=[CH:32][C:31](F)=[CH:30][CH:29]=3)[CH2:22]2)[CH2:16][CH2:15]1)([C:8]1[CH:13]=[CH:12][CH:11]=[CH:10][CH:9]=1)[C:2]1[CH:7]=[CH:6][CH:5]=[CH:4][CH:3]=1.CC1C=CC(S([O:45][CH3:46])(=O)=O)=CC=1.CC1C=CC(S(OCC2OC(=O)N(CC3C=CC(F)=CC=3)C2)(=O)=O)=CC=1, predict the reaction product. The product is: [CH:1]([N:14]1[CH2:19][CH2:18][N:17]([CH2:20][CH:21]2[O:25][C:24](=[O:26])[N:23]([CH2:27][C:28]3[CH:33]=[CH:32][C:31]([O:45][CH3:46])=[CH:30][CH:29]=3)[CH2:22]2)[CH2:16][CH2:15]1)([C:8]1[CH:13]=[CH:12][CH:11]=[CH:10][CH:9]=1)[C:2]1[CH:7]=[CH:6][CH:5]=[CH:4][CH:3]=1. (8) Given the reactants [Cl:1][C:2]1[CH:11]=[C:10]2[C:5]([CH:6]=[CH:7][C:8]([CH3:12])=[N:9]2)=[CH:4][C:3]=1[F:13].[CH:14]([C:16]1[CH:31]=[CH:30][C:19]2[O:20][CH2:21][C:22]3[CH:29]=[CH:28][CH:27]=[CH:26][C:23]=3[C:24](=[O:25])[C:18]=2[CH:17]=1)=O, predict the reaction product. The product is: [Cl:1][C:2]1[CH:11]=[C:10]2[C:5]([CH:6]=[CH:7][C:8](/[CH:12]=[CH:14]/[C:16]3[CH:31]=[CH:30][C:19]4[O:20][CH2:21][C:22]5[CH:29]=[CH:28][CH:27]=[CH:26][C:23]=5[C:24](=[O:25])[C:18]=4[CH:17]=3)=[N:9]2)=[CH:4][C:3]=1[F:13].